Binary Classification. Given a miRNA mature sequence and a target amino acid sequence, predict their likelihood of interaction. From a dataset of Experimentally validated miRNA-target interactions with 360,000+ pairs, plus equal number of negative samples. (1) The miRNA is mmu-miR-1933-5p with sequence AGUCAUGGUGUUCGGUCUUAGUUU. The protein sequence of the target gene is MLAAARALRGPRPRWPTPAREHWTPAGRSRSRREAAEAEADVPVFQYVGERAARADRVFVWGFSFSGALGVPSFVVPSSGPGPRAGLRPRRRIQPVPYRLELDHKISSAACGYGFTLLSSKTKDVTKVWGMGLNKDSQLGFHRSRKDKTRGYEYVLEPSPVPLPLDRPQETKVLQVSCGRAHSLVLTDREGVFSMGNNSHGQCGRKVVEDEVYSESHKVHRMQDFDGQVVQVVCGQDHSLFLTDKGEVYSCGWGADGQTGLGHYNITSTPSKLGGDLAGVTVVQVATYGDCCLALSADGG.... Result: 1 (interaction). (2) The miRNA is hsa-miR-4716-5p with sequence UCCAUGUUUCCUUCCCCCUUCU. Result: 1 (interaction). The protein sequence of the target gene is MAIPITVLDCDLLLYGRGHRTLDRFKLDDVTDEYLMSMYGFPRQFIYYLVELLGANLSRPTQRSRAISPETQVLAALGFYTSGSFQTRMGDAIGISQASMSRCVANVTEALVERASQFIRFPADEASIQALKDEFYGLAGMPGVMGVVDCIHVAIKAPNAEDLSYVNRKGLHSLNCLMVCDIRGTLMTVETNWPGSLQDCAVLQQSSLSSQFEAGMHKDSWLLGDSSFFLRTWLMTPLHIPETPAEYRYNMAHSATHSVIEKTFRTLCSRFRCLDGSKGALQYSPEKSSHIILACCVLHN.... (3) Result: 1 (interaction). The miRNA is hsa-miR-4328 with sequence CCAGUUUUCCCAGGAUU. The protein sequence of the target gene is MSGSSLPSALALSLLLVSGSLLPGPGAAQNAGFVKSPMSETKLTGDAFELYCDVVGSPTPEIQWWYAEVNRAESFRQLWDGARKRRVTVNTAYGSNGVSVLRITRLTLEDSGTYECRASNDPKRNDLRQNPSITWIRAQATISVLQKPRIVTSEEVIIRDSPVLPVTLQCNLTSSSHTLTYSYWTKNGVELSATRKNASNMEYRINKPRAEDSGEYHCVYHFVSAPKANATIEVKAAPDITGHKRSENKNEGQDATMYCKSVGYPHPDWIWRKKENGMPMDIVNTSGRFFIINKENYTEL.... (4) The miRNA is mmu-miR-124-3p with sequence UAAGGCACGCGGUGAAUGCC. The protein sequence of the target gene is MAVSTQQLAEELQIFGLDYEDSLLEKLAELCVLYRQTEDGMVSELIAFCTSAGKTCLTVDILNSFEYEVLNKKLSKAWHSASKDSGHAGTRDIVSIQELIEAEEEEETLLSSYTTPSKGPLKRVSSTPETPLTKRSVAARSPRQLLSPSSFSPSATPSQKYTSRTNRGEVVTTFGSAQGLSWSGRGGSGSVSLKVVGDPEPLTGSYKAMFQQLMGVREVLTSKIEELGSELKEHHKIEAFTPLLVPAQEPVILLGQIGCDSNGKLNSKSVILEGDQEHSYGAQIPVDLSELKEYSLFPGQ.... Result: 0 (no interaction). (5) The miRNA is mmu-miR-717 with sequence CUCAGACAGAGAUACCUUCUCU. The protein sequence of the target gene is MESDNLQDPQEETLTCSICQGIFMNPVYLKCGHKFCEACLLLFQEDIKFPAYCPMCMQPFNQEYINDISLKKQVSIVRKKRLMEYLNSEEHKCVTHKAKKMIFCDKSKILLCHLCSDSQEHSGHTHCSIDVAVQEKMEELLKHMDSLWRRLKIQQNYVEKERRTTLWWLKSMKLREEVIKRVYGKQCPPLSEERDQHIECLRHQSNTTLEELRKSEATIVHERNQLTEVYRELMTMSQRPYQELLVQDLDDLFRRSKLAAKLDMPQGMIPRLRAHSIPGLTARLNSFRVKISFKHSIMFG.... Result: 1 (interaction). (6) The protein sequence of the target gene is MSCKKRKSQISFNPRKNKKIKDYFSQVPKEEQNDPNTVKVDSKKMPRDITNTRDQRPLSPRKTRQDQTPPLNKKITVTLGVNSRKHKNMKYELTCRETSSLYAALNTLSAVREEVESQKGREMLVCGKEGIEGYLNLGMPVCCIPEGSHVVITFCQCKSKTQENKQFFESQDQASTNYVRFCIHAVGSKRKKILKCGELQKEGNKLCVYGFKGETIRDTLRKDGRFCTFIESDDWKLINDLDTIIENTQPVDELEGKLFQVAAELPKNPRVVSVTQNSGSENRNFHKLEEYIVNEYTTLK.... The miRNA is hsa-miR-1298-3p with sequence CAUCUGGGCAACUGACUGAAC. Result: 0 (no interaction). (7) The miRNA is dre-miR-133c-3p with sequence UUUGGUCCCUUUCAACCAGCUA. The protein sequence of the target gene is MAAEAAGGKYRSTVSKSKDPSGLLISVIRTLSTSDDVEDRENEKGRLEEAYEKCDRDLDELIVQHYTELTTAIRTYQSITERITNSRNKIKQVKENLLSCKMLLHCKRDELRKLWIEGIEHKHVLNLLDEIENIKQVPQKLEQCMASKHYLSATDMLVSAVESLEGPLLQVEGLSDLRLELHSKKMNLHLVLIDELHRHLYIKSTSRVVQRNKEKGKISSLVKDASVPLIDVTNLPTPRKFLDTSHYSTAGSSSVREINLQDIKEDLELDPEENSTLFMGILIKGLAKLKKIPETVKAII.... Result: 0 (no interaction).